From a dataset of Experimentally validated miRNA-target interactions with 360,000+ pairs, plus equal number of negative samples. Binary Classification. Given a miRNA mature sequence and a target amino acid sequence, predict their likelihood of interaction. (1) The miRNA is mmu-miR-344c-3p with sequence UGAUCUAGUCAAAGCCUGACAGU. The protein sequence of the target gene is MAKQPSDVSSECDREGGQLQPAERPPQLRPGAPTSLQTEPQGNPDGEGDRCPHGSPQGPLAPPASPGPFATRSPLFIFVRRSSLLSRSSSGYFSFDTDRSPAPMSCDKSTQTPSPPCQAFNHYLSAMASIRQSQEEPEDLRPEIRIAQELRRIGDEFNETYTRRVFANDYREAEDHPQMVILQLLRFIFRLVWRRH. Result: 1 (interaction). (2) The miRNA is hsa-miR-1914-5p with sequence CCCUGUGCCCGGCCCACUUCUG. The protein sequence of the target gene is MAETVSSAARDAPSREGWTDSDSPEQEEVGDDAELLQCQLQLGTPREMENAELVAEVEAVAAGWMLDFLCLSLCRAFRDGRSEDFRRTRDSAEAIIHGLHRLTAYQLKTVYICQFLTRVASGKALDAQFEVDERITPLESALMIWNSIEKEHDKLHDEIKNLIKIQAVAVCMEIGSFKEAEEVFERIFGDPEFYTPLERKLLKIISQKDVFHSLFQHFSYSCMMEKIQSYVGDVLSEKSSTFLMKAATKVVENEKARTQASKDRPDATNTGMDTEVGLNKEKSVNGQQSTETEPLVDTVS.... Result: 0 (no interaction).